This data is from NCI-60 drug combinations with 297,098 pairs across 59 cell lines. The task is: Regression. Given two drug SMILES strings and cell line genomic features, predict the synergy score measuring deviation from expected non-interaction effect. Drug 2: CC12CCC3C(C1CCC2OP(=O)(O)O)CCC4=C3C=CC(=C4)OC(=O)N(CCCl)CCCl.[Na+]. Synergy scores: CSS=16.4, Synergy_ZIP=-2.77, Synergy_Bliss=-1.20, Synergy_Loewe=-1.76, Synergy_HSA=-0.867. Cell line: RPMI-8226. Drug 1: CN(C(=O)NC(C=O)C(C(C(CO)O)O)O)N=O.